Task: Regression. Given two drug SMILES strings and cell line genomic features, predict the synergy score measuring deviation from expected non-interaction effect.. Dataset: Merck oncology drug combination screen with 23,052 pairs across 39 cell lines (1) Drug 1: O=P1(N(CCCl)CCCl)NCCCO1. Drug 2: NC1(c2ccc(-c3nc4ccn5c(=O)[nH]nc5c4cc3-c3ccccc3)cc2)CCC1. Cell line: NCIH2122. Synergy scores: synergy=7.50. (2) Drug 1: CCC1=CC2CN(C1)Cc1c([nH]c3ccccc13)C(C(=O)OC)(c1cc3c(cc1OC)N(C)C1C(O)(C(=O)OC)C(OC(C)=O)C4(CC)C=CCN5CCC31C54)C2. Drug 2: Cn1c(=O)n(-c2ccc(C(C)(C)C#N)cc2)c2c3cc(-c4cnc5ccccc5c4)ccc3ncc21. Cell line: T47D. Synergy scores: synergy=121.